From a dataset of Full USPTO retrosynthesis dataset with 1.9M reactions from patents (1976-2016). Predict the reactants needed to synthesize the given product. Given the product [F:45][C:2]([F:1])([F:44])[C:3]1[CH:4]=[C:5]([CH:41]=[CH:42][CH:43]=1)[C:6]([NH:8][CH2:9][C:10]([NH:12][C@@H:13]1[CH2:17][CH2:16][N:15]([CH:18]2[CH2:24][CH2:23][CH2:22][N:21]([C:25]3[CH:26]=[CH:27][C:28]([C:29]([O:31][CH3:32])=[O:30])=[CH:39][CH:40]=3)[CH2:20][CH2:19]2)[CH2:14]1)=[O:11])=[O:7], predict the reactants needed to synthesize it. The reactants are: [F:1][C:2]([F:45])([F:44])[C:3]1[CH:4]=[C:5]([CH:41]=[CH:42][CH:43]=1)[C:6]([NH:8][CH2:9][C:10]([NH:12][C@@H:13]1[CH2:17][CH2:16][N:15]([CH:18]2[CH2:24][CH2:23][CH2:22][N:21]([C:25]3[CH:40]=[CH:39][C:28]([C:29]([O:31][CH2:32]C4C=CC=CC=4)=[O:30])=[CH:27][CH:26]=3)[CH2:20][CH2:19]2)[CH2:14]1)=[O:11])=[O:7].FC1C=CC(C(OCC2C=CC=CC=2)=O)=CC=1.